From a dataset of Peptide-MHC class I binding affinity with 185,985 pairs from IEDB/IMGT. Regression. Given a peptide amino acid sequence and an MHC pseudo amino acid sequence, predict their binding affinity value. This is MHC class I binding data. (1) The peptide sequence is QEHETSWHYD. The MHC is HLA-B44:03 with pseudo-sequence HLA-B44:03. The binding affinity (normalized) is 0.389. (2) The peptide sequence is WLRAKRKPA. The binding affinity (normalized) is 0. The MHC is HLA-A02:01 with pseudo-sequence HLA-A02:01. (3) The peptide sequence is RPVVTAHIEG. The MHC is Mamu-A2201 with pseudo-sequence Mamu-A2201. The binding affinity (normalized) is 0.221. (4) The peptide sequence is LLLRPFWPA. The MHC is HLA-A02:19 with pseudo-sequence HLA-A02:19. The binding affinity (normalized) is 0.553.